Dataset: Reaction yield outcomes from USPTO patents with 853,638 reactions. Task: Predict the reaction yield, written as a fraction of the theoretical maximum amount of product (1.0 means a 100% yield; for example, 0.34 means a 34% yield). (1) The reactants are [CH2:1]([P:3]([CH2:6][CH2:7][O:8]CC)(=[O:5])[OH:4])[CH3:2].[OH-:11].[Na+].C. The catalyst is O. The product is [CH2:1]([P:3]([OH:4])([CH2:6][C:7]([OH:8])=[O:11])=[O:5])[CH3:2]. The yield is 0.780. (2) The reactants are [CH2:1](Br)[C:2]1[CH:7]=[CH:6][CH:5]=[CH:4][CH:3]=1.[Mg].[S:10]1[CH:14]=[CH:13]C(C=O)=[CH:11]1.Cl.[CH3:18][CH2:19][O:20]CC. No catalyst specified. The product is [S:10]1[CH:14]=[CH:13][C:1]([C:2]2([CH:7]=[CH:6][CH:5]=[CH:4][CH2:3]2)[CH2:18][CH2:19][OH:20])=[CH:11]1. The yield is 0.780. (3) The yield is 0.840. The product is [S:1]([N:11]1[C:15]2[N:16]=[CH:17][C:18]3[N:19]([C:22]([C:24]45[CH2:29][CH2:28][C:27]([NH:32][C:33](=[O:39])[O:34][C:35]([CH3:36])([CH3:38])[CH3:37])([CH2:30][CH2:31]4)[CH2:26][CH2:25]5)=[N:21][CH:20]=3)[C:14]=2[CH:13]=[CH:12]1)([C:4]1[CH:5]=[CH:6][C:7]([CH3:8])=[CH:9][CH:10]=1)(=[O:3])=[O:2]. The catalyst is C1COCC1.CCOC(C)=O.C(O[Hg]OC(=O)C)(=O)C. The reactants are [S:1]([N:11]1[C:15]2=[N:16][CH:17]=[C:18]([CH2:20][NH:21][C:22]([C:24]34[CH2:31][CH2:30][C:27]([NH:32][C:33](=[O:39])[O:34][C:35]([CH3:38])([CH3:37])[CH3:36])([CH2:28][CH2:29]3)[CH2:26][CH2:25]4)=O)[N:19]=[C:14]2[CH:13]=[CH:12]1)([C:4]1[CH:10]=[CH:9][C:7]([CH3:8])=[CH:6][CH:5]=1)(=[O:3])=[O:2].O(C1C=CC(P2(=S)SP(=S)(C3C=CC(OC4C=CC=CC=4)=CC=3)S2)=CC=1)C1C=CC=CC=1. (4) The reactants are C[O:2][C:3]1(OC)[CH2:8][CH2:7][N:6]([C:9]2[CH:14]=[CH:13][C:12]([N:15]3[CH2:19][C@H:18]([CH2:20][OH:21])[O:17][C:16]3=[O:22])=[CH:11][C:10]=2[F:23])[CH2:5][CH:4]1[F:24].CSC.C(Cl)(=O)C. No catalyst specified. The product is [O:2]=[C:3]1[CH2:8][CH2:7][N:6]([C:9]2[CH:14]=[CH:13][C:12]([N:15]3[CH2:19][C@H:18]([CH2:20][OH:21])[O:17][C:16]3=[O:22])=[CH:11][C:10]=2[F:23])[CH2:5][CH:4]1[F:24]. The yield is 0.540. (5) The reactants are Cl[C:2]1[N:11]=[C:10]([C:12]2[CH:13]=[C:14]([NH:18][C:19](=[O:25])[O:20][C:21]([CH3:24])([CH3:23])[CH3:22])[CH:15]=[CH:16][CH:17]=2)[C:9]2[C:4](=[CH:5][C:6]([O:28][CH3:29])=[C:7]([O:26][CH3:27])[CH:8]=2)[N:3]=1.[CH3:30][NH2:31].[Cl-].[Na+]. The catalyst is O1CCCC1.C(OCC)(=O)C.CO.CC(O)C. The product is [CH3:27][O:26][C:7]1[CH:8]=[C:9]2[C:4](=[CH:5][C:6]=1[O:28][CH3:29])[N:3]=[C:2]([NH:31][CH3:30])[N:11]=[C:10]2[C:12]1[CH:13]=[C:14]([NH:18][C:19](=[O:25])[O:20][C:21]([CH3:24])([CH3:23])[CH3:22])[CH:15]=[CH:16][CH:17]=1. The yield is 0.838. (6) The reactants are C(=O)[C:2]1[CH:7]=[CH:6][CH:5]=[CH:4][CH:3]=1.[C:9]([O:15][CH2:16][C:17]1[CH:22]=[CH:21][CH:20]=[CH:19][CH:18]=1)(=[O:14])[CH2:10][C:11]([O-])=O. The catalyst is CN(C)C1C=CN=CC=1.CN(C=O)C. The product is [C:9]([O:15][CH2:16][C:17]1[CH:22]=[CH:21][CH:20]=[CH:19][CH:18]=1)(=[O:14])[CH:10]=[CH:11][C:2]1[CH:7]=[CH:6][CH:5]=[CH:4][CH:3]=1. The yield is 0.960.